Dataset: Forward reaction prediction with 1.9M reactions from USPTO patents (1976-2016). Task: Predict the product of the given reaction. (1) Given the reactants [Cl:1][C:2]1[C:7]([C:8]2[CH:13]=[CH:12][CH:11]=[CH:10][CH:9]=2)=[CH:6][N:5]2[N:14]=[C:15](C)[N:16]=[C:4]2[N:3]=1.[Br:18]C1N=C(N)NN=1, predict the reaction product. The product is: [Br:18][C:15]1[N:16]=[C:4]2[N:3]=[C:2]([Cl:1])[C:7]([C:8]3[CH:13]=[CH:12][CH:11]=[CH:10][CH:9]=3)=[CH:6][N:5]2[N:14]=1. (2) Given the reactants Cl[C:2]1[C:7]([CH:8]=O)=[CH:6][N:5]=[C:4]2[NH:10][CH:11]=[CH:12][C:3]=12.Cl.[CH:14]1([NH:20][NH2:21])[CH2:19][CH2:18][CH2:17][CH2:16][CH2:15]1.CCN(C(C)C)C(C)C, predict the reaction product. The product is: [CH:14]1([N:20]2[C:2]3=[C:3]4[CH:12]=[CH:11][NH:10][C:4]4=[N:5][CH:6]=[C:7]3[CH:8]=[N:21]2)[CH2:19][CH2:18][CH2:17][CH2:16][CH2:15]1.